From a dataset of Catalyst prediction with 721,799 reactions and 888 catalyst types from USPTO. Predict which catalyst facilitates the given reaction. (1) Reactant: C(=O)([O-])[O-].[K+].[K+].N1([O:16][C:17]2[C:18]3[O:25][CH:24]=[C:23]([CH:26]4[CH2:31][CH2:30][N:29]([C:32]([O:34][C:35]([CH3:38])([CH3:37])[CH3:36])=[O:33])[CH2:28][CH2:27]4)[C:19]=3[N:20]=[CH:21][N:22]=2)C2C=CC=CC=2N=N1.[N:39]1([C:44]2[CH:49]=[CH:48][C:47](O)=[CH:46][CH:45]=2)[CH:43]=[N:42][N:41]=[N:40]1.O. Product: [N:39]1([C:44]2[CH:49]=[CH:48][C:47]([O:16][C:17]3[C:18]4[O:25][CH:24]=[C:23]([CH:26]5[CH2:31][CH2:30][N:29]([C:32]([O:34][C:35]([CH3:36])([CH3:38])[CH3:37])=[O:33])[CH2:28][CH2:27]5)[C:19]=4[N:20]=[CH:21][N:22]=3)=[CH:46][CH:45]=2)[CH:43]=[N:42][N:41]=[N:40]1. The catalyst class is: 3. (2) Reactant: [CH3:1][N:2]([CH3:20])[C:3]1[CH:8]=[CH:7][C:6](/[CH:9]=[CH:10]/[C:11]([C:13]2[CH:18]=[CH:17][CH:16]=[CH:15][C:14]=2[OH:19])=[O:12])=[CH:5][CH:4]=1.[OH-:21].[Na+].OO. Product: [CH3:20][N:2]([CH3:1])[C:3]1[CH:4]=[CH:5][C:6]([C:9]2[O:19][C:14]3[C:13]([C:11](=[O:12])[C:10]=2[OH:21])=[CH:18][CH:17]=[CH:16][CH:15]=3)=[CH:7][CH:8]=1. The catalyst class is: 8. (3) Reactant: Cl[C:2]1[C:7]([C:8]2[CH:13]=[CH:12][N:11]=[CH:10][CH:9]=2)=[C:6]([C:14]2[O:15][CH:16]=[CH:17][CH:18]=2)[N:5]=[C:4]([NH2:19])[N:3]=1. Product: [O:15]1[CH:16]=[CH:17][CH:18]=[C:14]1[C:6]1[C:7]([C:8]2[CH:13]=[CH:12][N:11]=[CH:10][CH:9]=2)=[C:2]([O:15][CH2:14][CH2:6][CH3:7])[N:3]=[C:4]([NH2:19])[N:5]=1. The catalyst class is: 259. (4) Reactant: [OH:1][C:2]1[CH:7]=[CH:6][C:5]([CH2:8][CH2:9][CH2:10][O:11][Si:12]([C:25]([CH3:28])([CH3:27])[CH3:26])([C:19]2[CH:24]=[CH:23][CH:22]=[CH:21][CH:20]=2)[C:13]2[CH:18]=[CH:17][CH:16]=[CH:15][CH:14]=2)=[CH:4][CH:3]=1.Br[CH2:30][C:31]([O:33][CH3:34])=[O:32].C(=O)([O-])[O-].[K+].[K+]. Product: [Si:12]([O:11][CH2:10][CH2:9][CH2:8][C:5]1[CH:4]=[CH:3][C:2]([O:1][CH2:30][C:31]([O:33][CH3:34])=[O:32])=[CH:7][CH:6]=1)([C:25]([CH3:28])([CH3:27])[CH3:26])([C:19]1[CH:24]=[CH:23][CH:22]=[CH:21][CH:20]=1)[C:13]1[CH:18]=[CH:17][CH:16]=[CH:15][CH:14]=1. The catalyst class is: 10. (5) Reactant: CC([N:5]([C@H:9]([CH2:18]O)[CH2:10][C:11]1[CH:16]=[CH:15][C:14]([Br:17])=[CH:13][CH:12]=1)[C:6](=[O:8])[O-:7])(C)C.C1(P([C:33]2[CH:38]=[CH:37]C=CC=2)C2C=CC=CC=2)C=CC=CC=1.[C:39]1(=[O:49])[NH:43][C:42](=[O:44])[C:41]2=[CH:45][CH:46]=[CH:47][CH:48]=[C:40]12.N(C(OC(C)C)=O)=N[C:52](OC(C)C)=O. Product: [Br:17][C:14]1[CH:13]=[CH:12][C:11]([CH2:10][C@H:9]([NH:5][C:6](=[O:8])[O:7][C:38]([CH3:37])([CH3:33])[CH3:52])[CH2:18][N:43]2[C:39](=[O:49])[C:40]3[C:41](=[CH:45][CH:46]=[CH:47][CH:48]=3)[C:42]2=[O:44])=[CH:16][CH:15]=1. The catalyst class is: 7. (6) Reactant: CC(OI1(OC(C)=O)(OC(C)=O)OC(=O)C2C=CC=CC1=2)=O.[OH:23][C:24]([C:35]1[C:43]2[NH:42][C:41](=[O:44])[NH:40][C:39]=2[CH:38]=[C:37]([C:45]2[C:46]([CH3:51])=[N:47][O:48][C:49]=2[CH3:50])[CH:36]=1)([C:29]1[CH:34]=[CH:33][CH:32]=[CH:31][N:30]=1)[CH:25]([OH:28])[CH2:26][CH3:27]. Product: [CH3:51][C:46]1[C:45]([C:37]2[CH:36]=[C:35]([C:24]([OH:23])([C:29]3[CH:34]=[CH:33][CH:32]=[CH:31][N:30]=3)[C:25](=[O:28])[CH2:26][CH3:27])[C:43]3[NH:42][C:41](=[O:44])[NH:40][C:39]=3[CH:38]=2)=[C:49]([CH3:50])[O:48][N:47]=1. The catalyst class is: 410. (7) Reactant: [F:1][C:2]1[CH:3]=[C:4]2[C:9](=O)[O:8][C:6](=[O:7])[C:5]2=[CH:11][CH:12]=1.[NH2:13]C(N)=O. Product: [F:1][C:2]1[CH:3]=[C:4]2[C:5](=[CH:11][CH:12]=1)[C:6](=[O:7])[NH:13][C:9]2=[O:8]. The catalyst class is: 11. (8) Reactant: [Cl:1][C:2]1[N:7]=[C:6]([C:8]2[CH:13]=[CH:12][C:11]([NH:14][S:15]([CH3:18])(=[O:17])=[O:16])=[CH:10][CH:9]=2)[CH:5]=[CH:4][N:3]=1.C(=O)([O-])[O-].[K+].[K+].Br[CH2:26][C:27]#[N:28]. Product: [Cl:1][C:2]1[N:7]=[C:6]([C:8]2[CH:9]=[CH:10][C:11]([N:14]([CH2:26][C:27]#[N:28])[S:15]([CH3:18])(=[O:16])=[O:17])=[CH:12][CH:13]=2)[CH:5]=[CH:4][N:3]=1. The catalyst class is: 21. (9) Reactant: [Li+].[CH3:2][CH:3]([N-:5]C(C)C)C.C(=O)=O.CC(C)=O.C[O:17][C:18]([C:20]1([C:23]([F:26])([F:25])[F:24])[CH2:22][CH2:21]1)=O.C(#N)C. Product: [O:17]=[C:18]([C:20]1([C:23]([F:26])([F:25])[F:24])[CH2:22][CH2:21]1)[CH2:2][C:3]#[N:5]. The catalyst class is: 1.